From a dataset of Reaction yield outcomes from USPTO patents with 853,638 reactions. Predict the reaction yield, written as a fraction of the theoretical maximum amount of product (1.0 means a 100% yield; for example, 0.34 means a 34% yield). The reactants are [N+:1]([C:4]1[CH:9]=[CH:8][CH:7]=[CH:6][C:5]=1[S:10]([NH:13][CH2:14][CH2:15][CH2:16][CH2:17][CH2:18][NH:19][C:20](=[O:26])[O:21][C:22]([CH3:25])([CH3:24])[CH3:23])(=[O:12])=[O:11])([O-:3])=[O:2].[C:27](=O)([O-])[O-].[K+].[K+].CI. The catalyst is CC(C)=O.O.C(OC(C)C)(C)C. The product is [CH3:27][N:13]([CH2:14][CH2:15][CH2:16][CH2:17][CH2:18][NH:19][C:20](=[O:26])[O:21][C:22]([CH3:23])([CH3:25])[CH3:24])[S:10]([C:5]1[CH:6]=[CH:7][CH:8]=[CH:9][C:4]=1[N+:1]([O-:3])=[O:2])(=[O:12])=[O:11]. The yield is 0.930.